From a dataset of Peptide-MHC class II binding affinity with 134,281 pairs from IEDB. Regression. Given a peptide amino acid sequence and an MHC pseudo amino acid sequence, predict their binding affinity value. This is MHC class II binding data. (1) The peptide sequence is YWKFLANVSTVLTGK. The MHC is DRB1_1602 with pseudo-sequence DRB1_1602. The binding affinity (normalized) is 0.942. (2) The peptide sequence is SSKVTITDTTIGTGD. The MHC is HLA-DPA10201-DPB10501 with pseudo-sequence HLA-DPA10201-DPB10501. The binding affinity (normalized) is 0.0393. (3) The peptide sequence is TDKFLANVSTVLTGK. The MHC is DRB1_0404 with pseudo-sequence DRB1_0404. The binding affinity (normalized) is 0.749. (4) The peptide sequence is EAKITMLTNGQCQNI. The MHC is DRB1_1201 with pseudo-sequence DRB1_1201. The binding affinity (normalized) is 0.573. (5) The peptide sequence is GETVKCRAPGGAKKP. The MHC is DRB1_1301 with pseudo-sequence DRB1_1301. The binding affinity (normalized) is 0.401.